Dataset: Catalyst prediction with 721,799 reactions and 888 catalyst types from USPTO. Task: Predict which catalyst facilitates the given reaction. (1) The catalyst class is: 1. Product: [NH2:32][C:31]1[C:26]([C:25]#[C:24][C:20]2[CH:19]=[C:18]([NH:17][C:8](=[O:9])[CH2:7][C:1]3[CH:6]=[CH:5][CH:4]=[CH:3][CH:2]=3)[CH:23]=[CH:22][CH:21]=2)=[C:27]([NH2:33])[N:28]=[CH:29][N:30]=1. Reactant: [C:1]1([CH2:7][C:8](Cl)=[O:9])[CH:6]=[CH:5][CH:4]=[CH:3][CH:2]=1.N1C=CC=CC=1.[NH2:17][C:18]1[CH:19]=[C:20]([C:24]#[C:25][C:26]2[C:27]([NH2:33])=[N:28][CH:29]=[N:30][C:31]=2[NH2:32])[CH:21]=[CH:22][CH:23]=1. (2) Reactant: [O:1]=[C:2]1[C:7]([CH2:8][C:9]2[CH:14]=[CH:13][C:12]([C:15]3[C:16]([C:21]#[N:22])=[CH:17][CH:18]=[CH:19][CH:20]=3)=[CH:11][CH:10]=2)=[C:6]([CH2:23][CH2:24][CH3:25])[N:5]2[N:26]=[CH:27][N:28]=[C:4]2[N:3]1[CH:29]1[CH2:34][CH2:33][C:32](=[O:35])[CH2:31][CH2:30]1.[CH2:36]=[C:37]([CH2:40]O)[CH2:38][OH:39].CC1C=CC(S(O)(=O)=O)=CC=1. Product: [CH2:36]=[C:37]1[CH2:38][O:39][C:32]2([CH2:31][CH2:30][CH:29]([N:3]3[C:2](=[O:1])[C:7]([CH2:8][C:9]4[CH:10]=[CH:11][C:12]([C:15]5[C:16]([C:21]#[N:22])=[CH:17][CH:18]=[CH:19][CH:20]=5)=[CH:13][CH:14]=4)=[C:6]([CH2:23][CH2:24][CH3:25])[N:5]4[N:26]=[CH:27][N:28]=[C:4]34)[CH2:34][CH2:33]2)[O:35][CH2:40]1. The catalyst class is: 11. (3) Reactant: [H-].[Na+].Cl[C:4]1[CH:12]=[CH:11][C:10]([N+:13]([O-:15])=[O:14])=[CH:9][C:5]=1[C:6]([OH:8])=[O:7].[CH3:16][CH2:17][CH:18]([OH:21])[CH2:19][CH3:20].Cl. Product: [CH2:17]([CH:18]([O:21][C:4]1[CH:12]=[CH:11][C:10]([N+:13]([O-:15])=[O:14])=[CH:9][C:5]=1[C:6]([OH:8])=[O:7])[CH2:19][CH3:20])[CH3:16]. The catalyst class is: 16. (4) Reactant: [CH2:1]([NH2:6])[CH2:2][CH2:3][CH2:4][CH3:5].C(=O)([O-])[O-].[K+].[K+].[I-].[Na+].CS(O[CH2:20][CH2:21][C:22]12[CH2:31][CH:26]3[CH2:27][CH:28]([CH2:30][CH:24]([CH2:25]3)[CH2:23]1)[CH2:29]2)(=O)=O.[ClH:32]. Product: [ClH:32].[C:22]12([CH2:21][CH2:20][NH:6][CH2:1][CH2:2][CH2:3][CH2:4][CH3:5])[CH2:31][CH:26]3[CH2:27][CH:28]([CH2:30][CH:24]([CH2:25]3)[CH2:23]1)[CH2:29]2. The catalyst class is: 162.